Dataset: Peptide-MHC class I binding affinity with 185,985 pairs from IEDB/IMGT. Task: Regression. Given a peptide amino acid sequence and an MHC pseudo amino acid sequence, predict their binding affinity value. This is MHC class I binding data. (1) The binding affinity (normalized) is 0. The peptide sequence is NSKYSYELY. The MHC is HLA-A31:01 with pseudo-sequence HLA-A31:01. (2) The peptide sequence is YIASIFMPR. The MHC is HLA-B08:02 with pseudo-sequence HLA-B08:02. The binding affinity (normalized) is 0.0847. (3) The peptide sequence is DFGYATMAK. The MHC is HLA-B40:01 with pseudo-sequence HLA-B40:01. The binding affinity (normalized) is 0.0847. (4) The peptide sequence is LRTMSYKLAI. The MHC is HLA-B27:05 with pseudo-sequence HLA-B27:05. The binding affinity (normalized) is 0.573.